Binary Classification. Given a miRNA mature sequence and a target amino acid sequence, predict their likelihood of interaction. From a dataset of Experimentally validated miRNA-target interactions with 360,000+ pairs, plus equal number of negative samples. (1) The miRNA is hsa-miR-1537-5p with sequence AGCUGUAAUUAGUCAGUUUUCU. The protein sequence of the target gene is MASNEDFSITQDLEIPADIVELHDINVEPLPMEDIPTESVQYEDVDGNWIYGGHNHPPLMVLQPLFTNTGYGDHDQEMLMLQTQEEVVGYCDSDNQLGNDLEDQLALPDSIEDEHFQMTLASLSASAASTSTSTQSRSKKPSKKPSGKSATSTEANPAGSSSSLGTRKWEQKQMQVKTLEGEFSVTMWSPNDNNDQGAVGEGQAENPPDYSEYLKGKKLPPGGLPGIDLSDPKQLAEFTKVKPKRSKGEPPKTVPCSYSGCEKMFRDYAAMRKHLHIHGPRVHVCAECGKAFLESSKLRR.... Result: 0 (no interaction). (2) The miRNA is hsa-miR-6073 with sequence GGUAGUGAGUUAUCAGCUAC. The protein sequence of the target gene is MRVKPQGLVVTSSAVCSSPDYLREPKYYPGGPPTPRPLLPTRPPASPPDKAFSTHAFSENPRPPPRRDPSTRRPPVLAKGDDPLPPRAARPVSQARCPTPVGDGSSSRRCWDNGRVNLRPVVQLIDIMKDLTRLSQDLQHSGVHLDCGGLRLSRPPAPPPGDLQYSFFSSPSLANSIRSPEERATPHAKSERPSHPLYEPEPEPRDSPQPGQGHSPGATAAATGLPPEPEPDSTDYSELADADILSELASLTCPEAQLLEAQALEPPSPEPEPQLLDPQPRFLDPQALEPLGEALELPPL.... Result: 0 (no interaction). (3) The miRNA is hsa-let-7d-5p with sequence AGAGGUAGUAGGUUGCAUAGUU. Result: 1 (interaction). The protein sequence of the target gene is MNLVGSYAHHHHHHHPHPAHPMLHEPFLFGPASRCHQERPYFQSWLLSPADAAPDFPAGGPPPAAAAAATAYGPDARPGQSPGRLEALGGRLGRRKGSGPKKERRRTESINSAFAELRECIPNVPADTKLSKIKTLRLATSYIAYLMDVLAKDAQSGDPEAFKAELKKADGGRESKRKRELQQHEGFPPALGPVEKRIKGRTGWPQQVWALELNQ. (4) The miRNA is hsa-miR-7108-3p with sequence ACCCGCCCGUCUCCCCACAG. The protein sequence of the target gene is MSTPGKENFRLKSYKNKSLNPDEMRRRREEEGLQLRKQKREEQLFKRRNVATAEEETEEEVMSDGGFHEAQINNMEMAPGGVITSDMTDMIFSNSPEQQLSATQKFRKLLSKEPNPPIDEVINTPGVVARFVEFLKRKENCTLQFESAWVLTNIASGNSLQTRNVIQAGAVPIFIELLSSEFEDVQEQAVWALGNIAGDSTMCRDYVLNCNILPPLLQLFSKQNRLTMTRNAVWALSNLCRGKSPPPEFAKVSPCLNVLSWLLFVSDTDVLADACWALSYLSDGPNDKIQAVIDAGVCRR.... Result: 0 (no interaction).